This data is from Catalyst prediction with 721,799 reactions and 888 catalyst types from USPTO. The task is: Predict which catalyst facilitates the given reaction. Reactant: [H-].[Na+].[CH3:3][C:4]1[N:5]([NH:22][CH:23]=[NH:24])[CH:6]=[C:7]([C:9]2[CH:10]=[N:11][N:12]([CH3:21])[C:13]=2[C:14]2[CH:19]=[CH:18][C:17]([CH3:20])=[CH:16][CH:15]=2)[N:8]=1.[C:25](N1C=CN=C1)(N1C=CN=C1)=[O:26]. Product: [CH3:3][C:4]1[N:5]2[C:6]([C:25](=[O:26])[NH:24][CH:23]=[N:22]2)=[C:7]([C:9]2[CH:10]=[N:11][N:12]([CH3:21])[C:13]=2[C:14]2[CH:15]=[CH:16][C:17]([CH3:20])=[CH:18][CH:19]=2)[N:8]=1. The catalyst class is: 12.